This data is from Forward reaction prediction with 1.9M reactions from USPTO patents (1976-2016). The task is: Predict the product of the given reaction. (1) Given the reactants [Cl:1][C:2]1[CH:3]=[C:4]([C:8]2[N:12]=[C:11]([NH2:13])[NH:10][N:9]=2)[CH:5]=[CH:6][CH:7]=1.[NH:14]1[C:18]2[CH:19]=[CH:20][C:21]([C:23](=O)[CH2:24][C:25](OCC)=[O:26])=[CH:22][C:17]=2[N:16]=[N:15]1.CC1C=CC(S(O)(=O)=O)=CC=1, predict the reaction product. The product is: [NH:14]1[C:18]2[CH:19]=[CH:20][C:21]([C:23]3[NH:13][C:11]4[N:10]([N:9]=[C:8]([C:4]5[CH:5]=[CH:6][CH:7]=[C:2]([Cl:1])[CH:3]=5)[N:12]=4)[C:25](=[O:26])[CH:24]=3)=[CH:22][C:17]=2[N:16]=[N:15]1. (2) Given the reactants Cl[C:2]1[CH:3]=[C:4]2[C:9](=[C:10]([CH3:12])[CH:11]=1)[S:8][C:7](=[O:13])[C:6]([C:14]([NH:16][CH2:17][C:18]([OH:20])=[O:19])=[O:15])=[C:5]2[OH:21], predict the reaction product. The product is: [OH:21][C:5]1[C:4]2[C:9](=[C:10]([CH3:12])[CH:11]=[CH:2][CH:3]=2)[S:8][C:7](=[O:13])[C:6]=1[C:14]([NH:16][CH2:17][C:18]([OH:20])=[O:19])=[O:15]. (3) Given the reactants [NH2:1][C:2]1[N:6]([C@@H:7]2[CH2:12][CH2:11][CH2:10][N:9]([C:13](=[O:19])/C=C/CCO)[CH2:8]2)[N:5]=[C:4]([C:20]2[CH:25]=[CH:24][C:23]([O:26][C:27]3[CH:32]=[CH:31][C:30]([F:33])=[CH:29][C:28]=3[F:34])=[CH:22][CH:21]=2)[C:3]=1[C:35]([NH2:37])=[O:36].[F:38]/[C:39](=[CH:43]\[CH2:44][OH:45])/C(O)=O, predict the reaction product. The product is: [NH2:1][C:2]1[N:6]([C@@H:7]2[CH2:12][CH2:11][CH2:10][N:9]([C:13](=[O:19])/[C:39](/[F:38])=[CH:43]/[CH2:44][OH:45])[CH2:8]2)[N:5]=[C:4]([C:20]2[CH:21]=[CH:22][C:23]([O:26][C:27]3[CH:32]=[CH:31][C:30]([F:33])=[CH:29][C:28]=3[F:34])=[CH:24][CH:25]=2)[C:3]=1[C:35]([NH2:37])=[O:36]. (4) Given the reactants [CH3:1][Si:2]([CH3:29])([CH3:28])[CH2:3][CH2:4][O:5][CH2:6][N:7]1[CH:11]=[CH:10][N:9]=[C:8]1[C:12]1[CH:17]=[CH:16][C:15]([C:18]2[CH:19]=[N:20][N:21]3[CH:26]=[CH:25][C:24]([OH:27])=[N:23][C:22]=23)=[CH:14][CH:13]=1.[S:30](Cl)([C:33]1[CH:39]=[CH:38][C:36]([CH3:37])=[CH:35][CH:34]=1)(=[O:32])=[O:31].CCN(CC)CC.CCOC(C)=O, predict the reaction product. The product is: [CH3:37][C:36]1[CH:38]=[CH:39][C:33]([S:30]([O:27][C:24]2[CH:25]=[CH:26][N:21]3[N:20]=[CH:19][C:18]([C:15]4[CH:14]=[CH:13][C:12]([C:8]5[N:7]([CH2:6][O:5][CH2:4][CH2:3][Si:2]([CH3:29])([CH3:28])[CH3:1])[CH:11]=[CH:10][N:9]=5)=[CH:17][CH:16]=4)=[C:22]3[N:23]=2)(=[O:32])=[O:31])=[CH:34][CH:35]=1.